Task: Predict the product of the given reaction.. Dataset: Forward reaction prediction with 1.9M reactions from USPTO patents (1976-2016) (1) Given the reactants [BH4-].[Na+].[F:3][C:4]1[CH:9]=[C:8]([C:10](=[O:31])[CH:11]([CH2:17][C:18]2[CH:23]=[CH:22][CH:21]=[C:20]([O:24][C:25]([F:30])([F:29])[CH:26]([F:28])[F:27])[CH:19]=2)[C:12]([O:14][CH2:15][CH3:16])=[O:13])[CH:7]=[CH:6][N:5]=1.Cl.O, predict the reaction product. The product is: [F:3][C:4]1[CH:9]=[C:8]([CH:10]([OH:31])[CH:11]([CH2:17][C:18]2[CH:23]=[CH:22][CH:21]=[C:20]([O:24][C:25]([F:30])([F:29])[CH:26]([F:28])[F:27])[CH:19]=2)[C:12]([O:14][CH2:15][CH3:16])=[O:13])[CH:7]=[CH:6][N:5]=1. (2) Given the reactants C(OC(=O)[NH:7][CH2:8][C:9]1[CH:14]=[CH:13][C:12]([N:15]2[C:23]3[C:18](=[CH:19][CH:20]=[CH:21][CH:22]=3)[C:17]([Cl:24])=[C:16]2[C:25]#[N:26])=[CH:11][CH:10]=1)(C)(C)C.Cl, predict the reaction product. The product is: [ClH:24].[NH2:7][CH2:8][C:9]1[CH:14]=[CH:13][C:12]([N:15]2[C:23]3[C:18](=[CH:19][CH:20]=[CH:21][CH:22]=3)[C:17]([Cl:24])=[C:16]2[C:25]#[N:26])=[CH:11][CH:10]=1. (3) Given the reactants Br[C:2]1[CH:7]=[CH:6][C:5](/[CH:8]=[CH:9]/[C:10]2[NH:11][CH:12]=[C:13]([C:15]3[CH:20]=[CH:19][C:18]([Cl:21])=[CH:17][C:16]=3[Cl:22])[N:14]=2)=[CH:4][CH:3]=1.[C:23]([C:26]1[CH:31]=[CH:30][C:29](B(O)O)=[CH:28][CH:27]=1)([OH:25])=[O:24], predict the reaction product. The product is: [Cl:22][C:16]1[CH:17]=[C:18]([Cl:21])[CH:19]=[CH:20][C:15]=1[C:13]1[N:14]=[C:10](/[CH:9]=[CH:8]/[C:5]2[CH:6]=[CH:7][C:2]([C:29]3[CH:30]=[CH:31][C:26]([C:23]([OH:25])=[O:24])=[CH:27][CH:28]=3)=[CH:3][CH:4]=2)[NH:11][CH:12]=1. (4) The product is: [Cl:21][C:22]1[CH:30]=[C:29]([F:31])[C:28]([S:32]([NH:20][CH:15]2[CH2:19][CH2:18][CH2:17][CH2:16]2)(=[O:34])=[O:33])=[CH:27][C:23]=1[C:24]([OH:26])=[O:25]. Given the reactants ClS(C1C=C(C=CC=1F)C(O)=O)(=O)=O.[CH:15]1([NH2:20])[CH2:19][CH2:18][CH2:17][CH2:16]1.[Cl:21][C:22]1[CH:30]=[C:29]([F:31])[C:28]([S:32](NCC)(=[O:34])=[O:33])=[CH:27][C:23]=1[C:24]([OH:26])=[O:25], predict the reaction product. (5) The product is: [CH3:30][NH:31][C:32]([C:34]1[S:35][CH:36]=[CH:37][C:38]=1[NH:39][C:40]1[C:45]([Cl:46])=[CH:44][N:43]=[C:42]([NH:14][C:11]2[CH:12]=[CH:13][C:8]3[O:7][CH2:6][CH2:5][CH2:4][N:3]([CH2:1][CH3:2])[C:9]=3[CH:10]=2)[N:41]=1)=[O:33]. Given the reactants [CH2:1]([N:3]1[C:9]2[CH:10]=[C:11]([NH2:14])[CH:12]=[CH:13][C:8]=2[O:7][CH2:6][CH2:5][CH2:4]1)[CH3:2].C12(CS(O)(=O)=O)C(C)(C)C(CC1)CC2=O.[CH3:30][NH:31][C:32]([C:34]1[S:35][CH:36]=[CH:37][C:38]=1[NH:39][C:40]1[C:45]([Cl:46])=[CH:44][N:43]=[C:42](Cl)[N:41]=1)=[O:33].C(=O)(O)[O-].[Na+], predict the reaction product. (6) Given the reactants [CH3:1][C@@H:2]1[N:7]([C:8]2[C:9]3[CH2:24][CH2:23][N:22]([C:25]4[CH:30]=[CH:29][N:28]=[CH:27][N:26]=4)[CH2:21][C:10]=3[N:11]=[C:12]([C:14]3[CH:20]=[CH:19][C:17]([NH2:18])=[CH:16][CH:15]=3)[N:13]=2)[CH2:6][CH2:5][O:4][CH2:3]1.O1CCOCC1.C(N(CC)CC)C.[C:44](Cl)(Cl)=[O:45].[CH2:48]([CH2:50][NH2:51])[OH:49], predict the reaction product. The product is: [OH:49][CH2:48][CH2:50][NH:51][C:44]([NH:18][C:17]1[CH:16]=[CH:15][C:14]([C:12]2[N:13]=[C:8]([N:7]3[CH2:6][CH2:5][O:4][CH2:3][C@@H:2]3[CH3:1])[C:9]3[CH2:24][CH2:23][N:22]([C:25]4[CH:30]=[CH:29][N:28]=[CH:27][N:26]=4)[CH2:21][C:10]=3[N:11]=2)=[CH:20][CH:19]=1)=[O:45]. (7) Given the reactants [CH:1]1([Mg]Cl)[CH2:5][CH2:4][CH2:3][CH2:2]1.[CH2:8]([O:10][C:11](=[O:24])[C:12](=[O:23])[CH2:13][C:14]([CH3:22])([C:16]1[CH:21]=[CH:20][CH:19]=[CH:18][CH:17]=1)[CH3:15])[CH3:9].[NH4+].[Cl-], predict the reaction product. The product is: [CH2:8]([O:10][C:11](=[O:24])[C:12]([CH:1]1[CH2:5][CH2:4][CH2:3][CH2:2]1)([OH:23])[CH2:13][C:14]([CH3:15])([C:16]1[CH:21]=[CH:20][CH:19]=[CH:18][CH:17]=1)[CH3:22])[CH3:9].